This data is from Full USPTO retrosynthesis dataset with 1.9M reactions from patents (1976-2016). The task is: Predict the reactants needed to synthesize the given product. The reactants are: [CH3:1][S:2][C:3]1[CH:14]=[CH:13][C:6]2[NH:7][C:8](=[O:12])O[C:10](=[O:11])[C:5]=2[CH:4]=1.[CH3:15][O:16][C:17]1[CH:28]=[C:27]([O:29][CH3:30])[CH:26]=[CH:25][C:18]=1[CH2:19][NH:20][CH2:21]C(O)=O. Given the product [CH3:15][O:16][C:17]1[CH:28]=[C:27]([O:29][CH3:30])[CH:26]=[CH:25][C:18]=1[CH2:19][N:20]1[C:10](=[O:11])[C:5]2[CH:4]=[C:3]([S:2][CH3:1])[CH:14]=[CH:13][C:6]=2[NH:7][C:8](=[O:12])[CH2:21]1, predict the reactants needed to synthesize it.